This data is from Full USPTO retrosynthesis dataset with 1.9M reactions from patents (1976-2016). The task is: Predict the reactants needed to synthesize the given product. Given the product [F:10][C:8]1[CH:7]=[C:6]2[C:3](=[C:2]([F:1])[CH:9]=1)[CH:4]=[N:14][C:12]([CH3:13])=[CH:11]2, predict the reactants needed to synthesize it. The reactants are: [F:1][C:2]1[CH:9]=[C:8]([F:10])[CH:7]=[C:6]([C:11]#[C:12][CH3:13])[C:3]=1[CH:4]=O.[NH3:14].CO.